This data is from Reaction yield outcomes from USPTO patents with 853,638 reactions. The task is: Predict the reaction yield, written as a fraction of the theoretical maximum amount of product (1.0 means a 100% yield; for example, 0.34 means a 34% yield). (1) The reactants are [Br:1][C:2]1[CH:7]=[C:6]([NH2:8])[CH:5]=[CH:4][C:3]=1[N:9]([CH2:16][CH2:17][CH2:18][CH2:19][CH2:20][CH3:21])[CH2:10][CH2:11][CH2:12][CH2:13][CH2:14][CH3:15].[C:22]([CH:25]=[C:26]=[O:27])(=[O:24])[CH3:23]. The catalyst is CCOC(C)=O. The product is [Br:1][C:2]1[CH:7]=[C:6]([NH:8][C:26](=[O:27])[CH2:25][C:22](=[O:24])[CH3:23])[CH:5]=[CH:4][C:3]=1[N:9]([CH2:16][CH2:17][CH2:18][CH2:19][CH2:20][CH3:21])[CH2:10][CH2:11][CH2:12][CH2:13][CH2:14][CH3:15]. The yield is 0.940. (2) The reactants are IC1C2C(=NC3C(C=2)=CC=CC=3)C(C(OC)=O)=CC=1.[I:20][C:21]1[CH:22]=[C:23]2[C:32](=[CH:33][CH:34]=1)[CH2:31][C:30]1[CH:29]=[CH:28][CH:27]=[C:26]([C:35]([O:37][CH3:38])=[O:36])[C:25]=1[NH:24]2. No catalyst specified. The product is [I:20][C:21]1[CH:22]=[C:23]2[C:32](=[CH:33][CH:34]=1)[CH:31]=[C:30]1[C:25]([C:26]([C:35]([O:37][CH3:38])=[O:36])=[CH:27][CH:28]=[CH:29]1)=[N:24]2. The yield is 0.880. (3) The reactants are Cl[C:2]1[CH:7]=[CH:6][N:5]=[C:4]([N:8]2[C:20](=[O:21])[C:19]3[S:18][C:17]4[CH2:16][CH2:15][CH2:14][CH2:13][C:12]=4[C:11]=3[CH:10]=[N:9]2)[C:3]=1[CH:22]=[O:23].[CH3:24][N:25]1[CH:30]=[C:29](B2OC(C)(C)C(C)(C)O2)[CH:28]=[C:27]([NH:40][C:41]2[CH:46]=[CH:45][C:44]([N:47]3[CH2:52][CH2:51][N:50]([CH:53]4[CH2:56][O:55][CH2:54]4)[CH2:49][CH2:48]3)=[CH:43][N:42]=2)[C:26]1=[O:57].C1COCC1. The catalyst is C1C=CC(P(C2C=CC=CC=2)[C-]2C=CC=C2)=CC=1.C1C=CC(P(C2C=CC=CC=2)[C-]2C=CC=C2)=CC=1.Cl[Pd]Cl.[Fe+2].O. The product is [CH3:24][N:25]1[C:26](=[O:57])[C:27]([NH:40][C:41]2[CH:46]=[CH:45][C:44]([N:47]3[CH2:52][CH2:51][N:50]([CH:53]4[CH2:54][O:55][CH2:56]4)[CH2:49][CH2:48]3)=[CH:43][N:42]=2)=[CH:28][C:29]([C:2]2[CH:7]=[CH:6][N:5]=[C:4]([N:8]3[C:20](=[O:21])[C:19]4[S:18][C:17]5[CH2:16][CH2:15][CH2:14][CH2:13][C:12]=5[C:11]=4[CH:10]=[N:9]3)[C:3]=2[CH:22]=[O:23])=[CH:30]1. The yield is 0.530.